From a dataset of Reaction yield outcomes from USPTO patents with 853,638 reactions. Predict the reaction yield, written as a fraction of the theoretical maximum amount of product (1.0 means a 100% yield; for example, 0.34 means a 34% yield). (1) The reactants are [NH2:1][C:2]1[C:7]([N+:8]([O-:10])=[O:9])=[CH:6][CH:5]=[CH:4][C:3]=1[OH:11].CN([CH:15]=[O:16])C.[C:17]([O-])([O-])=O.[K+].[K+]. No catalyst specified. The product is [N+:8]([C:7]1[C:2]2[NH:1][C:15](=[O:16])[CH2:17][O:11][C:3]=2[CH:4]=[CH:5][CH:6]=1)([O-:10])=[O:9]. The yield is 0.800. (2) The reactants are O.[OH-].[Li+].[CH3:4][O:5][C:6]([C:9]1[CH:18]=[CH:17][C:12]([C:13]([O:15]C)=[O:14])=[CH:11][CH:10]=1)([CH3:8])[CH3:7]. The catalyst is O1CCCC1.CO.O. The product is [CH3:4][O:5][C:6]([C:9]1[CH:18]=[CH:17][C:12]([C:13]([OH:15])=[O:14])=[CH:11][CH:10]=1)([CH3:8])[CH3:7]. The yield is 0.960. (3) The reactants are [NH2:1][CH2:2][C:3]1[N:12]([C:13]2[CH:18]=[CH:17][C:16]([F:19])=[CH:15][CH:14]=2)[C:11](=[O:20])[C:10]2[C:5](=[CH:6][CH:7]=[CH:8][CH:9]=2)[N:4]=1.[F:21][C:22]([F:33])([F:32])[C:23]1[CH:24]=[C:25]([N:29]=[C:30]=[O:31])[CH:26]=[CH:27][CH:28]=1.C(Cl)(Cl)[Cl:35]. No catalyst specified. The product is [Cl:35][C:28]1[CH:27]=[CH:26][C:25]([NH:29][C:30]([NH:1][CH2:2][C:3]2[N:12]([C:13]3[CH:18]=[CH:17][C:16]([F:19])=[CH:15][CH:14]=3)[C:11](=[O:20])[C:10]3[C:5](=[CH:6][CH:7]=[CH:8][CH:9]=3)[N:4]=2)=[O:31])=[CH:24][C:23]=1[C:22]([F:32])([F:33])[F:21]. The yield is 0.980. (4) The reactants are [C:1]([O:5][C:6](=[O:21])[CH2:7][C@@H:8]([CH2:17][N:18]=[N+]=[N-])[CH2:9][C@H:10]([CH3:16])[CH2:11][CH2:12][CH2:13][CH2:14][CH3:15])([CH3:4])([CH3:3])[CH3:2].[H][H]. The catalyst is C1COCC1.[Pd]. The product is [C:1]([O:5][C:6](=[O:21])[CH2:7][C@@H:8]([CH2:17][NH2:18])[CH2:9][C@H:10]([CH3:16])[CH2:11][CH2:12][CH2:13][CH2:14][CH3:15])([CH3:2])([CH3:4])[CH3:3]. The yield is 0.710. (5) The reactants are [H-].[Na+].[Cl:3][C:4]1[C:9]([I:10])=[CH:8][N:7]=[C:6]2[NH:11][CH:12]=[CH:13][C:5]=12.[C:14]1([S:20](Cl)(=[O:22])=[O:21])[CH:19]=[CH:18][CH:17]=[CH:16][CH:15]=1.O. The catalyst is CN(C)C=O. The product is [Cl:3][C:4]1[C:9]([I:10])=[CH:8][N:7]=[C:6]2[N:11]([S:20]([C:14]3[CH:19]=[CH:18][CH:17]=[CH:16][CH:15]=3)(=[O:22])=[O:21])[CH:12]=[CH:13][C:5]=12. The yield is 0.980. (6) The reactants are [Cl:1][C:2]1[CH:43]=[C:42]([S:44](=[O:64])(=[O:63])[N:45](CC2C=CC(OC)=CC=2OC)[C:46]2[N:51]=[CH:50][CH:49]=[CH:48][N:47]=2)[C:41]([F:65])=[CH:40][C:3]=1[O:4][C:5]1[CH:10]=[CH:9][C:8]([C:11]2[CH:16]=[CH:15][C:14]([C:17]([F:20])([F:19])[F:18])=[CH:13][CH:12]=2)=[CH:7][C:6]=1[C:21]1[CH:26]=[CH:25][N:24]=[C:23]([N:27]2[CH2:32][CH2:31][N:30](C(OC(C)(C)C)=O)[CH2:29][CH2:28]2)[CH:22]=1. The catalyst is Cl.O1CCOCC1. The product is [Cl:1][C:2]1[C:3]([O:4][C:5]2[CH:10]=[CH:9][C:8]([C:11]3[CH:16]=[CH:15][C:14]([C:17]([F:18])([F:19])[F:20])=[CH:13][CH:12]=3)=[CH:7][C:6]=2[C:21]2[CH:26]=[CH:25][N:24]=[C:23]([N:27]3[CH2:28][CH2:29][NH:30][CH2:31][CH2:32]3)[CH:22]=2)=[CH:40][C:41]([F:65])=[C:42]([S:44]([NH:45][C:46]2[N:51]=[CH:50][CH:49]=[CH:48][N:47]=2)(=[O:63])=[O:64])[CH:43]=1. The yield is 0.110. (7) The reactants are [C:1]1([C:19]2[CH:24]=[CH:23][CH:22]=[CH:21][CH:20]=2)[CH:6]=[CH:5][CH:4]=[CH:3][C:2]=1[CH2:7][N:8]1[C:16]2[C:11](=[C:12]([OH:17])[CH:13]=[CH:14][CH:15]=2)[CH:10]=[C:9]1[CH3:18].Br[CH2:26][C:27]([O:29][CH3:30])=[O:28].[H-].[Na+]. The catalyst is CN(C=O)C. The product is [CH3:30][O:29][C:27](=[O:28])[CH2:26][O:17][C:12]1[CH:13]=[CH:14][CH:15]=[C:16]2[C:11]=1[CH:10]=[C:9]([CH3:18])[N:8]2[CH2:7][C:2]1[CH:3]=[CH:4][CH:5]=[CH:6][C:1]=1[C:19]1[CH:24]=[CH:23][CH:22]=[CH:21][CH:20]=1. The yield is 0.770.